This data is from Reaction yield outcomes from USPTO patents with 853,638 reactions. The task is: Predict the reaction yield, written as a fraction of the theoretical maximum amount of product (1.0 means a 100% yield; for example, 0.34 means a 34% yield). The reactants are [Si:1]([O:8][C@@H:9]1[C@H:13]([CH2:14][O:15][Si:16]([C:19]([CH3:22])([CH3:21])[CH3:20])([CH3:18])[CH3:17])[CH2:12][C@@H:11]([NH2:23])[CH2:10]1)([C:4]([CH3:7])([CH3:6])[CH3:5])([CH3:3])[CH3:2].[Cl:24][C:25]1[N:30]=[C:29](Cl)[N:28]=[C:27]([NH:32][C@@H:33]2[C:41]3[C:36](=[CH:37][CH:38]=[CH:39][CH:40]=3)[C:35]([CH3:43])([CH3:42])[CH2:34]2)[N:26]=1. The catalyst is C1COCC1. The product is [Si:1]([O:8][C@@H:9]1[C@H:13]([CH2:14][O:15][Si:16]([C:19]([CH3:22])([CH3:21])[CH3:20])([CH3:17])[CH3:18])[CH2:12][C@@H:11]([NH:23][C:29]2[N:28]=[C:27]([NH:32][C@@H:33]3[C:41]4[C:36](=[CH:37][CH:38]=[CH:39][CH:40]=4)[C:35]([CH3:42])([CH3:43])[CH2:34]3)[N:26]=[C:25]([Cl:24])[N:30]=2)[CH2:10]1)([C:4]([CH3:7])([CH3:6])[CH3:5])([CH3:3])[CH3:2]. The yield is 0.710.